From a dataset of Reaction yield outcomes from USPTO patents with 853,638 reactions. Predict the reaction yield, written as a fraction of the theoretical maximum amount of product (1.0 means a 100% yield; for example, 0.34 means a 34% yield). (1) The yield is 0.670. The catalyst is CN(C=O)C. The reactants are [OH:1][C:2]1[C:9]([O:10][CH3:11])=[CH:8][C:7]([O:12][CH3:13])=[CH:6][C:3]=1[CH:4]=[O:5].C([O-])([O-])=O.[K+].[K+].[CH2:20]([O:22][CH:23]([O:26][CH2:27][CH3:28])[CH2:24]Br)[CH3:21]. The product is [CH2:20]([O:22][CH:23]([O:26][CH2:27][CH3:28])[CH2:24][O:1][C:2]1[C:9]([O:10][CH3:11])=[CH:8][C:7]([O:12][CH3:13])=[CH:6][C:3]=1[CH:4]=[O:5])[CH3:21]. (2) The reactants are [F:1][C:2]([F:24])([F:23])[C:3]1[CH:4]=[C:5]([C:13]2[N:17]=[CH:16][N:15](/[CH:18]=[CH:19]\[C:20]([OH:22])=O)[N:14]=2)[CH:6]=[C:7]([C:9]([F:12])([F:11])[F:10])[CH:8]=1.[O:25]1[CH2:30][CH2:29][N:28]([C:31](=[O:36])[C:32]([NH:34][NH2:35])=[O:33])[CH2:27][CH2:26]1.C(P1(=O)OP(CCC)(=O)OP(CCC)(=O)O1)CC.CCN(C(C)C)C(C)C. The catalyst is C1COCC1.O. The product is [F:10][C:9]([F:11])([F:12])[C:7]1[CH:6]=[C:5]([C:13]2[N:17]=[CH:16][N:15](/[CH:18]=[CH:19]\[C:20]([NH:35][NH:34][C:32](=[O:33])[C:31]([N:28]3[CH2:29][CH2:30][O:25][CH2:26][CH2:27]3)=[O:36])=[O:22])[N:14]=2)[CH:4]=[C:3]([C:2]([F:1])([F:23])[F:24])[CH:8]=1. The yield is 0.500. (3) The reactants are [NH2:1][C:2]1[CH:3]=[C:4]([C:8]2[C:16]3[C:11](=[CH:12][CH:13]=[C:14]([C:17]([NH2:19])=[O:18])[CH:15]=3)[N:10](C3CCCCO3)[N:9]=2)[CH:5]=[CH:6][CH:7]=1.[O:26]1[CH2:30][CH2:29][CH:28]([C:31](O)=[O:32])[CH2:27]1.CCN=C=NCCCN(C)C. No catalyst specified. The product is [O:26]1[CH2:30][CH2:29][CH:28]([C:31]([NH:1][C:2]2[CH:3]=[C:4]([C:8]3[C:16]4[C:11](=[CH:12][CH:13]=[C:14]([C:17]([NH2:19])=[O:18])[CH:15]=4)[NH:10][N:9]=3)[CH:5]=[CH:6][CH:7]=2)=[O:32])[CH2:27]1. The yield is 0.150. (4) The reactants are N[C:2]1[S:6][C:5]([C:7]([O:9][CH2:10][CH3:11])=[O:8])=[C:4]([C:12]2[CH:17]=[CH:16][C:15]([Cl:18])=[CH:14][C:13]=2[Cl:19])[C:3]=1[C:20]#[N:21].[I:22]CI.N(OCCC(C)C)=O. The catalyst is C(#N)C. The product is [C:20]([C:3]1[C:4]([C:12]2[CH:17]=[CH:16][C:15]([Cl:18])=[CH:14][C:13]=2[Cl:19])=[C:5]([C:7]([O:9][CH2:10][CH3:11])=[O:8])[S:6][C:2]=1[I:22])#[N:21]. The yield is 0.370. (5) The reactants are Br[C:2]1[C:7](=[O:8])[N:6]([CH2:9][C:10]2[CH:15]=[CH:14][C:13]([C:16]3[C:17]([C:22]#[N:23])=[CH:18][CH:19]=[CH:20][CH:21]=3)=[CH:12][CH:11]=2)[C:5]([CH2:24][CH2:25][CH3:26])=[N:4][C:3]=1[CH2:27][CH3:28].[CH3:29][O:30][C:31]1[CH:36]=[CH:35][C:34](B(O)O)=[CH:33][CH:32]=1.C(=O)([O-])[O-].[Cs+].[Cs+]. The catalyst is O1CCOCC1.C(OCC)(=O)C.C1C=CC(P(C2C=CC=CC=2)[C-]2C=CC=C2)=CC=1.C1C=CC(P(C2C=CC=CC=2)[C-]2C=CC=C2)=CC=1.Cl[Pd]Cl.[Fe+2]. The product is [CH2:27]([C:3]1[N:4]=[C:5]([CH2:24][CH2:25][CH3:26])[N:6]([CH2:9][C:10]2[CH:11]=[CH:12][C:13]([C:16]3[C:17]([C:22]#[N:23])=[CH:18][CH:19]=[CH:20][CH:21]=3)=[CH:14][CH:15]=2)[C:7](=[O:8])[C:2]=1[C:34]1[CH:35]=[CH:36][C:31]([O:30][CH3:29])=[CH:32][CH:33]=1)[CH3:28]. The yield is 0.910. (6) The reactants are Cl[C:2]1[CH:7]=[C:6]([C:8]2[CH:13]=[C:12]([Cl:14])[CH:11]=[CH:10][C:9]=2[CH3:15])[N:5]=[C:4]([CH3:16])[N:3]=1.[Br:17][C:18]1[CH:24]=[CH:23][C:21]([NH2:22])=[CH:20][CH:19]=1. No catalyst specified. The product is [Cl:14][C:12]1[CH:11]=[CH:10][C:9]([CH3:15])=[C:8]([C:6]2[N:5]=[C:4]([CH3:16])[N:3]=[C:2]([NH:22][C:21]3[CH:23]=[CH:24][C:18]([Br:17])=[CH:19][CH:20]=3)[CH:7]=2)[CH:13]=1. The yield is 0.210.